From a dataset of Catalyst prediction with 721,799 reactions and 888 catalyst types from USPTO. Predict which catalyst facilitates the given reaction. (1) Reactant: [C:1]([N:9]([CH2:20][C:21]1[CH:26]=[CH:25][C:24]([O:27][CH2:28][C:29]2[CH:34]=[CH:33][CH:32]=[CH:31][CH:30]=2)=[C:23]([O:35][CH3:36])[CH:22]=1)[CH2:10][CH2:11][NH:12]C(=O)OC(C)(C)C)(=[O:8])[C:2]1[CH:7]=[CH:6][CH:5]=[CH:4][CH:3]=1.[F:37][C:38]([F:43])([F:42])[C:39]([OH:41])=[O:40]. Product: [F:37][C:38]([F:43])([F:42])[C:39]([OH:41])=[O:40].[NH2:12][CH2:11][CH2:10][N:9]([CH2:20][C:21]1[CH:26]=[CH:25][C:24]([O:27][CH2:28][C:29]2[CH:30]=[CH:31][CH:32]=[CH:33][CH:34]=2)=[C:23]([O:35][CH3:36])[CH:22]=1)[C:1](=[O:8])[C:2]1[CH:3]=[CH:4][CH:5]=[CH:6][CH:7]=1. The catalyst class is: 4. (2) Reactant: C[O:2][C:3](=[O:18])[CH:4](C(OC)=O)[CH:5]([CH2:10][N+:11]([O-:13])=[O:12])[CH2:6][CH:7]([CH3:9])[CH3:8].Cl. Product: [N+:11]([CH2:10][CH:5]([CH2:6][CH:7]([CH3:9])[CH3:8])[CH2:4][C:3]([OH:18])=[O:2])([O-:13])=[O:12]. The catalyst class is: 6. (3) Reactant: [NH2:1][C:2]1[CH:3]=[C:4]([CH2:8][C:9]([OH:11])=[O:10])[CH:5]=[CH:6][CH:7]=1.Cl[C:13]([O:15][CH2:16][CH3:17])=[O:14]. Product: [CH2:16]([O:15][C:13]([NH:1][C:2]1[CH:3]=[C:4]([CH2:8][C:9]([OH:11])=[O:10])[CH:5]=[CH:6][CH:7]=1)=[O:14])[CH3:17]. The catalyst class is: 74. (4) Reactant: [Br:1][C:2]1[CH:7]=[CH:6][CH:5]=[CH:4][C:3]=1[NH2:8].[C:9](Cl)(=[O:11])[CH3:10].Cl. Product: [Br:1][C:2]1[CH:7]=[CH:6][CH:5]=[CH:4][C:3]=1[NH:8][C:9](=[O:11])[CH3:10]. The catalyst class is: 2. (5) Reactant: CC(C)([O-])C.[K+].C(O)(C)(C)C.[CH3:12][O:13][C:14](=[O:20])[CH2:15][C:16](=[O:19])[CH2:17][CH3:18].Br[CH2:22][C:23]1[CH:28]=[CH:27][C:26]([F:29])=[CH:25][C:24]=1[F:30]. The catalyst class is: 30. Product: [CH3:12][O:13][C:14](=[O:20])[CH:15]([CH2:22][C:23]1[CH:28]=[CH:27][C:26]([F:29])=[CH:25][C:24]=1[F:30])[C:16](=[O:19])[CH2:17][CH3:18].